From a dataset of NCI-60 drug combinations with 297,098 pairs across 59 cell lines. Regression. Given two drug SMILES strings and cell line genomic features, predict the synergy score measuring deviation from expected non-interaction effect. Drug 1: CC=C1C(=O)NC(C(=O)OC2CC(=O)NC(C(=O)NC(CSSCCC=C2)C(=O)N1)C(C)C)C(C)C. Drug 2: CCC1(C2=C(COC1=O)C(=O)N3CC4=CC5=C(C=CC(=C5CN(C)C)O)N=C4C3=C2)O.Cl. Cell line: MALME-3M. Synergy scores: CSS=67.6, Synergy_ZIP=6.83, Synergy_Bliss=9.31, Synergy_Loewe=-10.2, Synergy_HSA=11.2.